This data is from Full USPTO retrosynthesis dataset with 1.9M reactions from patents (1976-2016). The task is: Predict the reactants needed to synthesize the given product. (1) The reactants are: [NH2:1][C:2]1[CH:3]=[C:4]([C:8]2[C:9]3[C:16]([C:17]([O:19][CH2:20][CH3:21])=[O:18])=[CH:15][NH:14][C:10]=3[N:11]=[CH:12][N:13]=2)[CH:5]=[CH:6][CH:7]=1.CCN(C(C)C)C(C)C.Cl[CH2:32][CH2:33][S:34](Cl)(=[O:36])=[O:35]. Given the product [CH:33]([S:34]([NH:1][C:2]1[CH:3]=[C:4]([C:8]2[C:9]3[C:16]([C:17]([O:19][CH2:20][CH3:21])=[O:18])=[CH:15][NH:14][C:10]=3[N:11]=[CH:12][N:13]=2)[CH:5]=[CH:6][CH:7]=1)(=[O:36])=[O:35])=[CH2:32], predict the reactants needed to synthesize it. (2) The reactants are: C([O-])(O)=O.[Na+].[NH:6]1[CH2:11][CH2:10][CH:9]([CH2:12][CH2:13][CH2:14][OH:15])[CH2:8][CH2:7]1.Br[C:17]#[N:18]. Given the product [OH:15][CH2:14][CH2:13][CH2:12][CH:9]1[CH2:10][CH2:11][N:6]([C:17]#[N:18])[CH2:7][CH2:8]1, predict the reactants needed to synthesize it. (3) Given the product [F:1][C:2]([F:26])([F:27])[C:3]1[CH:4]=[C:5]([NH:9][C:10](=[O:25])[C:11](=[CH:36][C:35]2[CH:34]=[CH:33][C:32]([S:29]([CH3:28])(=[O:31])=[O:30])=[CH:39][CH:38]=2)[C:12]([NH:14][C:15]2[CH:20]=[CH:19][CH:18]=[C:17]([C:21]([F:24])([F:23])[F:22])[CH:16]=2)=[O:13])[CH:6]=[CH:7][CH:8]=1, predict the reactants needed to synthesize it. The reactants are: [F:1][C:2]([F:27])([F:26])[C:3]1[CH:4]=[C:5]([NH:9][C:10](=[O:25])[CH2:11][C:12]([NH:14][C:15]2[CH:20]=[CH:19][CH:18]=[C:17]([C:21]([F:24])([F:23])[F:22])[CH:16]=2)=[O:13])[CH:6]=[CH:7][CH:8]=1.[CH3:28][S:29]([C:32]1[CH:39]=[CH:38][C:35]([CH:36]=O)=[CH:34][CH:33]=1)(=[O:31])=[O:30]. (4) Given the product [CH2:1]([O:8][C:9]1[CH:10]=[C:11]2[C:15](=[CH:16][CH:17]=1)[NH:14][CH:13]=[C:12]2[CH3:18])[C:2]1[CH:3]=[CH:4][CH:5]=[CH:6][CH:7]=1, predict the reactants needed to synthesize it. The reactants are: [CH2:1]([O:8][C:9]1[CH:10]=[C:11]2[C:15](=[CH:16][CH:17]=1)[NH:14][CH:13]=[CH:12]2)[C:2]1[CH:7]=[CH:6][CH:5]=[CH:4][CH:3]=1.[CH2:18]([Mg]Br)C.C(OCC)C.IC.